This data is from Peptide-MHC class II binding affinity with 134,281 pairs from IEDB. The task is: Regression. Given a peptide amino acid sequence and an MHC pseudo amino acid sequence, predict their binding affinity value. This is MHC class II binding data. (1) The peptide sequence is SVGSLGRYKDEKDVT. The MHC is DRB1_0802 with pseudo-sequence DRB1_0802. The binding affinity (normalized) is 0.179. (2) The peptide sequence is AAATAGTTVYGKFAA. The binding affinity (normalized) is 0.368. The MHC is HLA-DQA10102-DQB10602 with pseudo-sequence HLA-DQA10102-DQB10602.